Dataset: CYP2D6 inhibition data for predicting drug metabolism from PubChem BioAssay. Task: Regression/Classification. Given a drug SMILES string, predict its absorption, distribution, metabolism, or excretion properties. Task type varies by dataset: regression for continuous measurements (e.g., permeability, clearance, half-life) or binary classification for categorical outcomes (e.g., BBB penetration, CYP inhibition). Dataset: cyp2d6_veith. (1) The drug is Cc1nc2cnc(N(C)C)nc2n(C)c1=O. The result is 0 (non-inhibitor). (2) The drug is CCCCCCCCCC(=O)N[C@@H](CN1CCOCC1)[C@@H](O)c1ccccc1. The result is 1 (inhibitor). (3) The molecule is C=CCNc1sc(C(=O)c2ccccc2)c(N)c1C#N. The result is 0 (non-inhibitor). (4) The drug is N#Cc1cccc(NC(=O)N2CCCC3(CCN(C(=O)c4csnn4)CC3)C2)c1. The result is 0 (non-inhibitor). (5) The drug is CC1=C(C#N)C(Nc2ccc(Cl)cn2)(C(F)(F)F)C(=O)N1. The result is 0 (non-inhibitor). (6) The molecule is Cc1ccc(/C(N)=N/OC(=O)Cc2cccs2)cc1. The result is 0 (non-inhibitor). (7) The molecule is CCOc1cc(/C=C2/C(=O)N(c3ccccc3)N=C2C)ccc1OC(=O)c1ccco1. The result is 0 (non-inhibitor). (8) The compound is CC(C)c1ccc(O)c(=O)cc1.CC(C)c1ccc(O)c(O)c(=O)c1.CC(C)c1cccc(O)c(=O)c1.CC(C)c1ccccc(=O)c1O. The result is 0 (non-inhibitor). (9) The molecule is c1ccc2cc(C3=NCCN3)ncc2c1. The result is 0 (non-inhibitor). (10) The molecule is CCn1c(SCc2cccc(Cl)c2)nnc1-c1cnn(-c2ccccc2)c1C(F)(F)F. The result is 0 (non-inhibitor).